Predict the product of the given reaction. From a dataset of Forward reaction prediction with 1.9M reactions from USPTO patents (1976-2016). (1) The product is: [Cl:24][C:18]1[C:17]([CH2:16][O:15][C:13]2[CH:12]=[CH:11][C:10]3[C:6]([CH2:5][C:4]([OH:25])=[O:3])=[CH:7][S:8][C:9]=3[CH:14]=2)=[CH:22][N:21]=[C:20]([CH3:23])[N:19]=1. Given the reactants C([O:3][C:4](=[O:25])[CH2:5][C:6]1[C:10]2[CH:11]=[CH:12][C:13]([O:15][CH2:16][C:17]3[C:18]([Cl:24])=[N:19][C:20]([CH3:23])=[N:21][CH:22]=3)=[CH:14][C:9]=2[S:8][CH:7]=1)C.[Li+].[OH-].Cl, predict the reaction product. (2) Given the reactants [OH-].[Na+].[C:3]([C@H:7]1[CH2:12][CH2:11][C@H:10]([O:13][C:14]2[CH:23]=[C:22]([I:24])[C:21]3[C:16](=[CH:17][CH:18]=[CH:19][CH:20]=3)[C:15]=2[CH2:25][N:26]2[CH2:31][CH2:30][CH:29]([C:32]([O:34]CC)=[O:33])[CH2:28][CH2:27]2)[CH2:9][CH2:8]1)([CH3:6])([CH3:5])[CH3:4], predict the reaction product. The product is: [C:3]([C@H:7]1[CH2:12][CH2:11][C@H:10]([O:13][C:14]2[CH:23]=[C:22]([I:24])[C:21]3[C:16](=[CH:17][CH:18]=[CH:19][CH:20]=3)[C:15]=2[CH2:25][N:26]2[CH2:27][CH2:28][CH:29]([C:32]([OH:34])=[O:33])[CH2:30][CH2:31]2)[CH2:9][CH2:8]1)([CH3:6])([CH3:4])[CH3:5].